This data is from Catalyst prediction with 721,799 reactions and 888 catalyst types from USPTO. The task is: Predict which catalyst facilitates the given reaction. Reactant: [ClH:1].[CH3:2][C:3]1([CH3:28])[CH2:8][CH2:7][C:6]([C:9]2[CH:14]=[CH:13][C:12]([O:15][CH3:16])=[CH:11][C:10]=2[N:17]2[CH2:22][CH2:21][N:20]([CH2:23][CH2:24][CH2:25][CH2:26][CH3:27])[CH2:19][CH2:18]2)=[CH:5][CH2:4]1. Product: [ClH:1].[CH3:2][C:3]1([CH3:28])[CH2:8][CH2:7][CH:6]([C:9]2[CH:14]=[CH:13][C:12]([O:15][CH3:16])=[CH:11][C:10]=2[N:17]2[CH2:18][CH2:19][N:20]([CH2:23][CH2:24][CH2:25][CH2:26][CH3:27])[CH2:21][CH2:22]2)[CH2:5][CH2:4]1. The catalyst class is: 19.